This data is from Peptide-MHC class I binding affinity with 185,985 pairs from IEDB/IMGT. The task is: Regression. Given a peptide amino acid sequence and an MHC pseudo amino acid sequence, predict their binding affinity value. This is MHC class I binding data. (1) The peptide sequence is VSDTTVLLH. The MHC is HLA-A02:06 with pseudo-sequence HLA-A02:06. The binding affinity (normalized) is 0.0847. (2) The peptide sequence is MVGVGFFFI. The MHC is H-2-Db with pseudo-sequence H-2-Db. The binding affinity (normalized) is 0.0271. (3) The peptide sequence is FRYVFFEII. The MHC is HLA-B08:01 with pseudo-sequence HLA-B08:01. The binding affinity (normalized) is 0.507. (4) The peptide sequence is MVFGRFSFA. The MHC is HLA-B46:01 with pseudo-sequence HLA-B46:01. The binding affinity (normalized) is 0.0847. (5) The binding affinity (normalized) is 0.0847. The peptide sequence is YVRGYLRGY. The MHC is HLA-B07:02 with pseudo-sequence HLA-B07:02. (6) The binding affinity (normalized) is 0. The MHC is HLA-B27:05 with pseudo-sequence HLA-B27:05. The peptide sequence is SVIQESCDK. (7) The peptide sequence is YTVRGTGKY. The MHC is HLA-B15:17 with pseudo-sequence HLA-B15:17. The binding affinity (normalized) is 0.939.